Dataset: Reaction yield outcomes from USPTO patents with 853,638 reactions. Task: Predict the reaction yield, written as a fraction of the theoretical maximum amount of product (1.0 means a 100% yield; for example, 0.34 means a 34% yield). (1) The reactants are [NH:1]1[C:9]2[C:4](=[C:5]([N:10]3[CH2:15][CH2:14][N:13]([CH2:16][CH:17]4[CH2:26][CH2:25][C:24]5[C:19](=[CH:20][CH:21]=[CH:22][CH:23]=5)[NH:18]4)[CH2:12][CH2:11]3)[CH:6]=[CH:7][CH:8]=2)[CH:3]=[CH:2]1.[CH2:27]([N:29]=[C:30]=[O:31])[CH3:28].O. The catalyst is CN(C=O)C. The product is [CH2:27]([NH:29][C:30]([N:18]1[C:19]2[C:24](=[CH:23][CH:22]=[CH:21][CH:20]=2)[CH2:25][CH2:26][CH:17]1[CH2:16][N:13]1[CH2:14][CH2:15][N:10]([C:5]2[CH:6]=[CH:7][CH:8]=[C:9]3[C:4]=2[CH:3]=[CH:2][NH:1]3)[CH2:11][CH2:12]1)=[O:31])[CH3:28]. The yield is 0.498. (2) The yield is 0.500. The catalyst is C1COCC1. The product is [F:1][C:2]1[C:9]([O:10][CH2:19][CH2:18][N:12]2[CH2:17][CH2:16][O:15][CH2:14][CH2:13]2)=[CH:8][CH:7]=[C:6]([I:11])[C:3]=1[C:4]#[N:5]. The reactants are [F:1][C:2]1[C:9]([OH:10])=[CH:8][CH:7]=[C:6]([I:11])[C:3]=1[C:4]#[N:5].[N:12]1([CH2:18][CH2:19]O)[CH2:17][CH2:16][O:15][CH2:14][CH2:13]1.C1(P(C2C=CC=CC=2)C2C=CC=CC=2)C=CC=CC=1.CCOC(/N=N/C(OCC)=O)=O. (3) The reactants are [NH:1]1[C:5]2[CH:6]=[CH:7][C:8]([C:10]([OH:12])=O)=[CH:9][C:4]=2[N:3]=[CH:2]1.[NH:13]1[CH2:18][CH2:17][CH2:16][C@@H:15]2[C:19]3[CH:20]=[CH:21][CH:22]=[CH:23][C:24]=3[CH2:25][C@H:14]12. No catalyst specified. The product is [NH:1]1[C:5]2[CH:6]=[CH:7][C:8]([C:10]([N:13]3[CH2:18][CH2:17][CH2:16][C@@H:15]4[C:19]5[CH:20]=[CH:21][CH:22]=[CH:23][C:24]=5[CH2:25][C@H:14]34)=[O:12])=[CH:9][C:4]=2[N:3]=[CH:2]1. The yield is 0.600. (4) The catalyst is O.[Cu]Br. The yield is 0.610. The product is [Br:16][C:9]1[N:10]=[C:6]2[CH:5]=[CH:4][CH:3]=[CH:2][N:7]2[N:8]=1. The reactants are Br[C:2]1[N:7]2[N:8]=[C:9](N)[N:10]=[C:6]2[CH:5]=[CH:4][CH:3]=1.N([O-])=O.[Na+].[BrH:16]. (5) The reactants are [Li+].CC([N-]C(C)C)C.[C:9]([O:13][C:14]([N:16]1[CH2:21][CH2:20][CH2:19][C:18](=[O:22])[CH2:17]1)=[O:15])([CH3:12])([CH3:11])[CH3:10].C1C=CC(N([S:30]([C:33]([F:36])([F:35])[F:34])(=[O:32])=[O:31])[S:30]([C:33]([F:36])([F:35])[F:34])(=[O:32])=[O:31])=CC=1. The catalyst is C1COCC1. The product is [C:9]([O:13][C:14]([N:16]1[CH2:17][C:18]([O:22][S:30]([C:33]([F:36])([F:35])[F:34])(=[O:32])=[O:31])=[CH:19][CH2:20][CH2:21]1)=[O:15])([CH3:12])([CH3:10])[CH3:11]. The yield is 0.300. (6) The reactants are [CH3:1][C:2]([CH3:15])=[C:3]([C:5]1[CH:14]=[CH:13][C:8]([C:9]([O:11][CH3:12])=[O:10])=[CH:7][CH:6]=1)[CH3:4].[H][H]. The catalyst is CO.[Pd]. The product is [CH3:1][CH:2]([CH3:15])[CH:3]([C:5]1[CH:6]=[CH:7][C:8]([C:9]([O:11][CH3:12])=[O:10])=[CH:13][CH:14]=1)[CH3:4]. The yield is 1.00. (7) The reactants are [Cl:1][C:2]1[C:10]2[O:9][CH2:8][CH:7]([O:11][CH3:12])[C:6]=2[C:5]([CH:13]2[C@H:18]([O:19]CC3C=CC=CC=3)[C@@H:17]([O:27]CC3C=CC=CC=3)[C@H:16]([O:35]CC3C=CC=CC=3)[C@@H:15]([CH2:43][O:44]CC3C=CC=CC=3)[O:14]2)=[CH:4][C:3]=1[CH2:52][C:53]1[CH:58]=[CH:57][C:56]([O:59][CH2:60][CH3:61])=[CH:55][CH:54]=1. The catalyst is C1COCC1.CO.[Pd]. The product is [Cl:1][C:2]1[C:10]2[O:9][CH2:8][CH:7]([O:11][CH3:12])[C:6]=2[C:5]([C@H:13]2[C@H:18]([OH:19])[C@@H:17]([OH:27])[C@H:16]([OH:35])[C@@H:15]([CH2:43][OH:44])[O:14]2)=[CH:4][C:3]=1[CH2:52][C:53]1[CH:58]=[CH:57][C:56]([O:59][CH2:60][CH3:61])=[CH:55][CH:54]=1. The yield is 0.540.